Regression/Classification. Given a drug SMILES string, predict its absorption, distribution, metabolism, or excretion properties. Task type varies by dataset: regression for continuous measurements (e.g., permeability, clearance, half-life) or binary classification for categorical outcomes (e.g., BBB penetration, CYP inhibition). Dataset: cyp2c19_veith. From a dataset of CYP2C19 inhibition data for predicting drug metabolism from PubChem BioAssay. (1) The molecule is O=c1c(-c2ccccc2)nc2cnc(N3CCOCC3)nc2n1Cc1cccs1. The result is 0 (non-inhibitor). (2) The result is 1 (inhibitor). The compound is O=C1NC(c2cccc([N+](=O)[O-])c2)=CCN1c1ccccc1O. (3) The compound is O=C(Nc1cccc(F)c1)N1CCCC2(CCNCC2)C1. The result is 0 (non-inhibitor).